Task: Regression. Given a peptide amino acid sequence and an MHC pseudo amino acid sequence, predict their binding affinity value. This is MHC class II binding data.. Dataset: Peptide-MHC class II binding affinity with 134,281 pairs from IEDB (1) The peptide sequence is VFSPGRKNGSFIIDG. The MHC is HLA-DQA10201-DQB10303 with pseudo-sequence HLA-DQA10201-DQB10303. The binding affinity (normalized) is 0. (2) The peptide sequence is IKYTRPGDSLAEVEL. The MHC is HLA-DQA10104-DQB10503 with pseudo-sequence HLA-DQA10104-DQB10503. The binding affinity (normalized) is 0. (3) The MHC is DRB1_0802 with pseudo-sequence DRB1_0802. The peptide sequence is TDLQYFRTACNPRGR. The binding affinity (normalized) is 0.772. (4) The peptide sequence is KLPKPPKPVSKMRMATPLL. The MHC is HLA-DQA10101-DQB10501 with pseudo-sequence HLA-DQA10101-DQB10501. The binding affinity (normalized) is 0.110.